Task: Predict the product of the given reaction.. Dataset: Forward reaction prediction with 1.9M reactions from USPTO patents (1976-2016) (1) Given the reactants Br[C:2]1[CH:3]=[C:4]([CH:8]=[C:9]([O:11][CH:12]([CH3:14])[CH3:13])[CH:10]=1)[C:5]([OH:7])=[O:6].[Li]CCCC.[CH2:20]([O:22][P:23]([C:28]1[S:29][C:30]([CH:33]=[O:34])=[CH:31][CH:32]=1)(=[O:27])[O:24][CH2:25][CH3:26])[CH3:21], predict the reaction product. The product is: [CH2:20]([O:22][P:23]([C:28]1[S:29][C:30]([CH:33]([OH:34])[C:2]2[CH:3]=[C:4]([CH:8]=[C:9]([O:11][CH:12]([CH3:14])[CH3:13])[CH:10]=2)[C:5]([OH:7])=[O:6])=[CH:31][CH:32]=1)([O:24][CH2:25][CH3:26])=[O:27])[CH3:21]. (2) Given the reactants [Br:1][C:2]1[CH:7]=[CH:6][C:5]([Cl:8])=[CH:4][C:3]=1[C:9](=O)[CH2:10][CH2:11][C:12]([F:18])([F:17])[C:13]([F:16])([F:15])[F:14].[C:20]([NH:23][NH2:24])([NH2:22])=[NH:21].Cl.B(F)(F)F.CCOCC, predict the reaction product. The product is: [Br:1][C:2]1[CH:7]=[CH:6][C:5]([Cl:8])=[CH:4][C:3]=1/[C:9](=[N:24]/[NH:23][C:20](=[NH:21])[NH2:22])/[CH2:10][CH2:11][C:12]([F:18])([F:17])[C:13]([F:16])([F:15])[F:14]. (3) Given the reactants Br[C:2]1[CH:7]=[CH:6][C:5]([O:8][CH3:9])=[CH:4][CH:3]=1.ClC1C=CC(OC)=CC=1.[NH:19]1[CH2:24][CH2:23][O:22][CH2:21][CH2:20]1.CC([O-])(C)C.[Na+], predict the reaction product. The product is: [CH3:9][O:8][C:5]1[CH:6]=[CH:7][C:2]([N:19]2[CH2:24][CH2:23][O:22][CH2:21][CH2:20]2)=[CH:3][CH:4]=1. (4) Given the reactants [CH3:1][O:2][C:3]1[CH:4]=[C:5]([NH:11][C:12](=[O:26])[CH2:13][N:14]2[C:18]3[C:19]([C:23](O)=[O:24])=[CH:20][CH:21]=[CH:22][C:17]=3[N:16]=[CH:15]2)[CH:6]=[C:7]([O:9][CH3:10])[CH:8]=1.[CH2:27]([N:29](CC)CC)[CH3:28].C(OC(Cl)=O)C(C)C.[Cl-].C([NH3+])C, predict the reaction product. The product is: [CH3:10][O:9][C:7]1[CH:6]=[C:5]([NH:11][C:12](=[O:26])[CH2:13][N:14]2[C:18]3[C:19]([C:23]([NH:29][CH2:27][CH3:28])=[O:24])=[CH:20][CH:21]=[CH:22][C:17]=3[N:16]=[CH:15]2)[CH:4]=[C:3]([O:2][CH3:1])[CH:8]=1. (5) Given the reactants [OH-].[Na+].[Cl:3][C:4]1[N:9]=[C:8]([CH2:10][S:11]([CH3:20])(=[O:19])=[N:12]C(=O)C(F)(F)F)[CH:7]=[C:6]([N:21]2[CH2:26][CH2:25][O:24][CH2:23][C@H:22]2[CH3:27])[N:5]=1.Br[CH2:29][CH2:30]Br, predict the reaction product. The product is: [Cl:3][C:4]1[N:5]=[C:6]([N:21]2[CH2:26][CH2:25][O:24][CH2:23][C@H:22]2[CH3:27])[CH:7]=[C:8]([C:10]2([S:11]([CH3:20])(=[NH:12])=[O:19])[CH2:30][CH2:29]2)[N:9]=1. (6) Given the reactants O[C:2]1[C:11]2[C:6](=[CH:7][C:8]([O:15][CH3:16])=[C:9]([C:12]([NH2:14])=O)[CH:10]=2)[CH:5]=[C:4]([NH:17][C:18]2[CH:22]=[C:21]([CH3:23])[NH:20][N:19]=2)[N:3]=1.O=P(Cl)(Cl)[Cl:26], predict the reaction product. The product is: [Cl:26][C:2]1[C:11]2[C:6](=[CH:7][C:8]([O:15][CH3:16])=[C:9]([C:12]#[N:14])[CH:10]=2)[CH:5]=[C:4]([NH:17][C:18]2[CH:22]=[C:21]([CH3:23])[NH:20][N:19]=2)[N:3]=1. (7) Given the reactants [CH:1]([C:4]1[CH:5]=[C:6]([CH:9]=[CH:10][C:11]=1[O:12][CH3:13])[CH:7]=O)([CH3:3])[CH3:2].[CH3:14][C:15]1[CH:23]=[CH:22][CH:21]=[C:20]2[C:16]=1[CH2:17][C:18](=[O:24])[NH:19]2, predict the reaction product. The product is: [CH:1]([C:4]1[CH:5]=[C:6]([CH:9]=[CH:10][C:11]=1[O:12][CH3:13])[CH:7]=[C:17]1[C:16]2[C:20](=[CH:21][CH:22]=[CH:23][C:15]=2[CH3:14])[NH:19][C:18]1=[O:24])([CH3:3])[CH3:2]. (8) Given the reactants [CH2:1]([N:3]1[CH:8]2[CH2:9][CH2:10][CH:4]1[CH2:5][CH:6]([C:11]1[N:16]3[N:17]=[C:18]([C:21]4[CH:26]=[CH:25][N:24]=[CH:23][CH:22]=4)[C:19](I)=[C:15]3[N:14]=[CH:13][CH:12]=1)[CH2:7]2)[CH3:2].[CH3:27][O:28][C:29]1[CH:34]=[C:33](B2OC(C)(C)C(C)(C)O2)[CH:32]=[CH:31][C:30]=1[NH:44][C:45](=[O:51])[O:46][C:47]([CH3:50])([CH3:49])[CH3:48], predict the reaction product. The product is: [CH2:1]([N:3]1[CH:8]2[CH2:9][CH2:10][CH:4]1[CH2:5][CH:6]([C:11]1[N:16]3[N:17]=[C:18]([C:21]4[CH:26]=[CH:25][N:24]=[CH:23][CH:22]=4)[C:19]([C:33]4[CH:32]=[CH:31][C:30]([NH:44][C:45](=[O:51])[O:46][C:47]([CH3:48])([CH3:49])[CH3:50])=[C:29]([O:28][CH3:27])[CH:34]=4)=[C:15]3[N:14]=[CH:13][CH:12]=1)[CH2:7]2)[CH3:2]. (9) Given the reactants C[Si]([N-][Si](C)(C)C)(C)C.[Na+].CS(O[C@H:16]1[CH2:24][C:23]2C(=C[CH:20]=[CH:21][CH:22]=2)[C@@H:17]1[NH:25][C:26]([O:28][C:29]([CH3:32])([CH3:31])[CH3:30])=[O:27])(=O)=O.C(O[CH2:36][CH2:37][CH:38]([C:43]([O:45][CH3:46])=[O:44])[C:39]([O:41][CH3:42])=[O:40])C.[CH2:47]1[CH2:51][O:50][CH2:49][CH2:48]1, predict the reaction product. The product is: [C:29]([O:28][C:26]([NH:25][C@@H:17]1[CH2:16][C:24]2[C:36](=[CH:20][CH:21]=[CH:22][CH:23]=2)[C@H:37]1[C:38]([CH2:48][CH2:49][O:50][CH2:51][CH3:47])([C:39]([O:41][CH3:42])=[O:40])[C:43]([O:45][CH3:46])=[O:44])=[O:27])([CH3:32])([CH3:31])[CH3:30]. (10) Given the reactants [C:1]1([C:7]2[CH:12]=[C:11]([C:13]([F:16])([F:15])[F:14])[N:10]3[N:17]=[CH:18][C:19]([C:20]([OH:22])=O)=[C:9]3[N:8]=2)[CH:6]=[CH:5][CH:4]=[CH:3][CH:2]=1.C1C=CC2N(O)N=NC=2C=1.CCN=C=NCCCN(C)C.CCN(C(C)C)C(C)C.[CH3:53][C:54]12[CH2:61][CH:58]([NH:59][CH2:60]1)[CH2:57][C:56]([CH3:63])([CH3:62])[CH2:55]2, predict the reaction product. The product is: [C:1]1([C:7]2[CH:12]=[C:11]([C:13]([F:14])([F:15])[F:16])[N:10]3[N:17]=[CH:18][C:19]([C:20]([N:59]4[CH2:60][C:54]5([CH3:53])[CH2:61][CH:58]4[CH2:57][C:56]([CH3:63])([CH3:62])[CH2:55]5)=[O:22])=[C:9]3[N:8]=2)[CH:2]=[CH:3][CH:4]=[CH:5][CH:6]=1.